This data is from NCI-60 drug combinations with 297,098 pairs across 59 cell lines. The task is: Regression. Given two drug SMILES strings and cell line genomic features, predict the synergy score measuring deviation from expected non-interaction effect. Drug 1: CN1C(=O)N2C=NC(=C2N=N1)C(=O)N. Drug 2: CCCCCOC(=O)NC1=NC(=O)N(C=C1F)C2C(C(C(O2)C)O)O. Cell line: UACC-257. Synergy scores: CSS=0.535, Synergy_ZIP=1.47, Synergy_Bliss=2.06, Synergy_Loewe=-2.69, Synergy_HSA=-1.10.